This data is from Forward reaction prediction with 1.9M reactions from USPTO patents (1976-2016). The task is: Predict the product of the given reaction. (1) Given the reactants [F:1][C:2]([F:17])([F:16])[C:3]1[CH:8]=[CH:7][C:6]([C:9]2[CH:14]=[CH:13][NH:12][C:11](=[O:15])[CH:10]=2)=[CH:5][CH:4]=1.Br[C:19]1[CH:27]=[C:26]2[C:22]([C:23]3[CH2:32][CH2:31][N:30]([C:33]([O:35][C:36]([CH3:39])([CH3:38])[CH3:37])=[O:34])[CH2:29][C:24]=3[N:25]2[CH3:28])=[CH:21][CH:20]=1, predict the reaction product. The product is: [CH3:28][N:25]1[C:26]2[C:22](=[CH:21][CH:20]=[C:19]([N:12]3[CH:13]=[CH:14][C:9]([C:6]4[CH:5]=[CH:4][C:3]([C:2]([F:1])([F:16])[F:17])=[CH:8][CH:7]=4)=[CH:10][C:11]3=[O:15])[CH:27]=2)[C:23]2[CH2:32][CH2:31][N:30]([C:33]([O:35][C:36]([CH3:39])([CH3:38])[CH3:37])=[O:34])[CH2:29][C:24]1=2. (2) Given the reactants [NH2:1][C:2]1[C:3]([N:10]2[CH2:15][CH2:14][CH:13]([N:16]3[C:20]4[CH:21]=[CH:22][CH:23]=[CH:24][C:19]=4[NH:18][C:17]3=[O:25])[CH2:12][CH2:11]2)=[N:4][CH:5]=[N:6][C:7]=1[NH:8][CH3:9].[CH3:26][N:27]1[CH:31]=[C:30]([CH:32]=O)[CH:29]=[N:28]1.Cl, predict the reaction product. The product is: [CH3:9][N:8]1[C:32]([C:30]2[CH:29]=[N:28][N:27]([CH3:26])[CH:31]=2)=[N:1][C:2]2[C:7]1=[N:6][CH:5]=[N:4][C:3]=2[N:10]1[CH2:11][CH2:12][CH:13]([N:16]2[C:20]3[CH:21]=[CH:22][CH:23]=[CH:24][C:19]=3[NH:18][C:17]2=[O:25])[CH2:14][CH2:15]1. (3) Given the reactants Br[C:2]1[CH:7]=[CH:6][C:5]([CH2:8][O:9][Si:10]([C:13]([CH3:16])([CH3:15])[CH3:14])([CH3:12])[CH3:11])=[CH:4][C:3]=1[S:17]([NH:20][C:21]([CH3:24])([CH3:23])[CH3:22])(=[O:19])=[O:18].[C:25]1([CH2:31][SH:32])[CH:30]=[CH:29][CH:28]=[CH:27][CH:26]=1.C(N(C(C)C)C(C)C)C, predict the reaction product. The product is: [CH2:31]([S:32][C:2]1[CH:7]=[CH:6][C:5]([CH2:8][O:9][Si:10]([C:13]([CH3:16])([CH3:15])[CH3:14])([CH3:12])[CH3:11])=[CH:4][C:3]=1[S:17]([NH:20][C:21]([CH3:24])([CH3:23])[CH3:22])(=[O:19])=[O:18])[C:25]1[CH:30]=[CH:29][CH:28]=[CH:27][CH:26]=1. (4) Given the reactants [CH2:1]([O:3][C:4]([C:6]1[C:10]([CH3:11])=[CH:9][NH:8][C:7]=1[CH2:12][C:13](=O)[NH:14][CH2:15][C@@H:16]([OH:24])[CH2:17][N:18]1[CH2:23][CH2:22][O:21][CH2:20][CH2:19]1)=[O:5])[CH3:2], predict the reaction product. The product is: [CH2:1]([O:3][C:4]([C:6]1[C:10]([CH3:11])=[CH:9][NH:8][C:7]=1[CH2:12][CH2:13][NH:14][CH2:15][C@@H:16]([OH:24])[CH2:17][N:18]1[CH2:23][CH2:22][O:21][CH2:20][CH2:19]1)=[O:5])[CH3:2]. (5) Given the reactants [F:1][C:2]1[CH:28]=[C:27]([F:29])[CH:26]=[CH:25][C:3]=1[CH2:4][O:5][C:6]1[CH:11]=[C:10]([CH3:12])[N:9]([C:13]2[CH:14]=[C:15]([CH:20]=[CH:21][C:22]=2[F:23])[C:16]([O:18][CH3:19])=[O:17])[C:8](=[O:24])[CH:7]=1.[Br:30]N1C(=O)CCC1=O.C([O-])(O)=O.[Na+], predict the reaction product. The product is: [Br:30][C:7]1[C:8](=[O:24])[N:9]([C:13]2[CH:14]=[C:15]([CH:20]=[CH:21][C:22]=2[F:23])[C:16]([O:18][CH3:19])=[O:17])[C:10]([CH3:12])=[CH:11][C:6]=1[O:5][CH2:4][C:3]1[CH:25]=[CH:26][C:27]([F:29])=[CH:28][C:2]=1[F:1].